Dataset: Catalyst prediction with 721,799 reactions and 888 catalyst types from USPTO. Task: Predict which catalyst facilitates the given reaction. Reactant: [NH:1]1[C:9]2[C:4](=[CH:5][CH:6]=[CH:7][CH:8]=2)[C:3]([CH2:10][C@H:11]([C:13]2[NH:14][CH:15]=[C:16]([C:18]3[CH:23]=[CH:22][CH:21]=[CH:20][CH:19]=3)[N:17]=2)[NH2:12])=[CH:2]1.Br[C:25]1[N:30]=[CH:29][CH:28]=[CH:27][N:26]=1. Product: [NH:1]1[C:9]2[C:4](=[CH:5][CH:6]=[CH:7][CH:8]=2)[C:3]([CH2:10][C@@H:11]([NH:12][C:25]2[N:30]=[CH:29][CH:28]=[CH:27][N:26]=2)[C:13]2[NH:14][CH:15]=[C:16]([C:18]3[CH:23]=[CH:22][CH:21]=[CH:20][CH:19]=3)[N:17]=2)=[CH:2]1. The catalyst class is: 51.